This data is from Catalyst prediction with 721,799 reactions and 888 catalyst types from USPTO. The task is: Predict which catalyst facilitates the given reaction. Reactant: CO[CH:3]([O:22]C)[CH:4]([N:6]([O:20][CH3:21])[C:7]([NH:9][C:10]1[CH:15]=[C:14]([C:16]([F:19])([F:18])[F:17])[CH:13]=[CH:12][N:11]=1)=[O:8])[CH3:5].O. Product: [OH:22][CH:3]1[CH:4]([CH3:5])[N:6]([O:20][CH3:21])[C:7](=[O:8])[N:9]1[C:10]1[CH:15]=[C:14]([C:16]([F:17])([F:18])[F:19])[CH:13]=[CH:12][N:11]=1. The catalyst class is: 15.